Dataset: Full USPTO retrosynthesis dataset with 1.9M reactions from patents (1976-2016). Task: Predict the reactants needed to synthesize the given product. (1) Given the product [CH2:4]1[C:5]2([CH2:10][CH2:9][CH:8]([O:11][C:12]3[CH:13]=[C:14]4[C:19](=[CH:20][CH:21]=3)[CH:18]=[C:17]([CH2:22][NH:24][CH2:25][CH2:26][C:27]([OH:29])=[O:28])[CH:16]=[CH:15]4)[CH2:7][CH2:6]2)[CH2:1][CH2:2][CH2:3]1, predict the reactants needed to synthesize it. The reactants are: [CH2:1]1[C:5]2([CH2:10][CH2:9][CH:8]([O:11][C:12]3[CH:13]=[C:14]4[C:19](=[CH:20][CH:21]=3)[CH:18]=[C:17]([CH:22]=O)[CH:16]=[CH:15]4)[CH2:7][CH2:6]2)[CH2:4][CH2:3][CH2:2]1.[NH2:24][CH2:25][CH2:26][C:27]([OH:29])=[O:28].C(O)C.C([BH3-])#N.[Na+].C(O)(=O)CC(CC(O)=O)(C(O)=O)O. (2) Given the product [C:7]([O:26][CH2:21][CH:22]([OH:25])[CH:23]=[CH2:24])([C:14]1[CH:19]=[CH:18][CH:17]=[CH:16][CH:15]=1)([C:8]1[CH:13]=[CH:12][CH:11]=[CH:10][CH:9]=1)[C:1]1[CH:6]=[CH:5][CH:4]=[CH:3][CH:2]=1, predict the reactants needed to synthesize it. The reactants are: [C:1]1([C:7](Cl)([C:14]2[CH:19]=[CH:18][CH:17]=[CH:16][CH:15]=2)[C:8]2[CH:13]=[CH:12][CH:11]=[CH:10][CH:9]=2)[CH:6]=[CH:5][CH:4]=[CH:3][CH:2]=1.[CH2:21]([OH:26])[CH:22]([OH:25])[CH:23]=[CH2:24].C(N(CC)CC)C.